Dataset: Forward reaction prediction with 1.9M reactions from USPTO patents (1976-2016). Task: Predict the product of the given reaction. (1) Given the reactants N#N.[C:3]([SiH2:7][O:8][C:9]([CH3:19])([CH3:18])[C:10]1[S:11][CH:12]=[C:13]([C:15](=[O:17])[CH3:16])[N:14]=1)([CH3:6])([CH3:5])[CH3:4].COC([O:25][CH3:26])OC.[C:27]([O-])([O-])=O.[Na+].[Na+], predict the reaction product. The product is: [C:3]([SiH2:7][O:8][C:9]([CH3:19])([CH3:18])[C:10]1[S:11][CH:12]=[C:13]([C:15]2([CH3:16])[O:25][CH2:26][CH2:27][O:17]2)[N:14]=1)([CH3:6])([CH3:4])[CH3:5]. (2) Given the reactants [CH2:1]([N:3]([CH2:20][CH3:21])[CH2:4][CH2:5][N:6]1[CH2:12][CH2:11][CH2:10][C:9]2[NH:13][C:14]([CH:17]=O)=[C:15]([CH3:16])[C:8]=2[C:7]1=[O:19])[CH3:2].[F:22][C:23]1[CH:24]=[C:25]2[C:29](=[CH:30][C:31]=1[NH:32][CH2:33][C:34]1[CH:39]=[CH:38][C:37]([F:40])=[CH:36][CH:35]=1)[NH:28][C:27](=[O:41])[CH2:26]2, predict the reaction product. The product is: [CH2:1]([N:3]([CH2:20][CH3:21])[CH2:4][CH2:5][N:6]1[CH2:12][CH2:11][CH2:10][C:9]2[NH:13][C:14](/[CH:17]=[C:26]3\[C:27](=[O:41])[NH:28][C:29]4[C:25]\3=[CH:24][C:23]([F:22])=[C:31]([NH:32][CH2:33][C:34]3[CH:39]=[CH:38][C:37]([F:40])=[CH:36][CH:35]=3)[CH:30]=4)=[C:15]([CH3:16])[C:8]=2[C:7]1=[O:19])[CH3:2].